This data is from Forward reaction prediction with 1.9M reactions from USPTO patents (1976-2016). The task is: Predict the product of the given reaction. (1) The product is: [CH3:9][O:10][C:11]([C:13]1[CH:18]=[CH:17][C:16]2[S:3][CH2:2][C:1](=[O:4])[NH:20][C:15]=2[N:14]=1)=[O:12]. Given the reactants [C:1](OC)(=[O:4])[CH2:2][SH:3].[H-].[Na+].[CH3:9][O:10][C:11]([C:13]1[CH:18]=[CH:17][C:16](Br)=[C:15]([NH2:20])[N:14]=1)=[O:12], predict the reaction product. (2) The product is: [S:10]1[CH:20]=[CH:19][N:12]=[C:11]1[NH:1][C:2]1[C:3](=[O:8])[NH:4][CH:5]=[CH:6][CH:7]=1. Given the reactants [NH2:1][C:2]1[C:3](=[O:8])[NH:4][CH:5]=[CH:6][CH:7]=1.Cl.[S-:10][C:11]#[N:12].[NH4+].NC(N)=S.Cl[CH2:19][CH:20]=O, predict the reaction product. (3) Given the reactants [S:1]1[CH:5]=[CH:4][C:3]([C:6]2[CH2:7][CH2:8][N:9](C(OC(C)(C)C)=O)[CH2:10][CH:11]=2)=[CH:2]1.[ClH:19], predict the reaction product. The product is: [ClH:19].[S:1]1[CH:5]=[CH:4][C:3]([C:6]2[CH2:7][CH2:8][NH:9][CH2:10][CH:11]=2)=[CH:2]1. (4) Given the reactants C[O:2][C:3]([C:5]1([CH3:28])[CH2:8][N:7]([CH2:9][C:10]2[CH:15]=[CH:14][CH:13]=[C:12]([NH:16][C@@H:17]([C:20]3[CH:25]=[CH:24][C:23]([Cl:26])=[C:22]([CH3:27])[CH:21]=3)[CH2:18][CH3:19])[CH:11]=2)[CH2:6]1)=[O:4].[Li+].[OH-].Cl, predict the reaction product. The product is: [Cl:26][C:23]1[CH:24]=[CH:25][C:20]([C@H:17]([NH:16][C:12]2[CH:11]=[C:10]([CH:15]=[CH:14][CH:13]=2)[CH2:9][N:7]2[CH2:6][C:5]([CH3:28])([C:3]([OH:4])=[O:2])[CH2:8]2)[CH2:18][CH3:19])=[CH:21][C:22]=1[CH3:27]. (5) Given the reactants [CH2:1]([N:8]1[CH2:13][CH2:12][CH:11]([C:14]([NH:16][C:17]2[CH:22]=[CH:21][C:20]([CH2:23][NH:24][C:25]3[C:34]4[C:29](=[CH:30][C:31]([CH3:35])=[CH:32][CH:33]=4)[N:28]=[C:27](Cl)[N:26]=3)=[CH:19][CH:18]=2)=[O:15])[CH2:10][CH2:9]1)[C:2]1[CH:7]=[CH:6][CH:5]=[CH:4][CH:3]=1.[NH:37]1[CH2:41][CH2:40][CH2:39][CH2:38]1, predict the reaction product. The product is: [CH2:1]([N:8]1[CH2:13][CH2:12][CH:11]([C:14]([NH:16][C:17]2[CH:22]=[CH:21][C:20]([CH2:23][NH:24][C:25]3[C:34]4[C:29](=[CH:30][C:31]([CH3:35])=[CH:32][CH:33]=4)[N:28]=[C:27]([N:37]4[CH2:41][CH2:40][CH2:39][CH2:38]4)[N:26]=3)=[CH:19][CH:18]=2)=[O:15])[CH2:10][CH2:9]1)[C:2]1[CH:7]=[CH:6][CH:5]=[CH:4][CH:3]=1. (6) Given the reactants [NH:1]1[CH2:6][CH2:5][CH:4]([NH:7][C:8]([C:10]2[C:14]3[N:15]=[CH:16][N:17]=[C:18]([C:19]4[CH:24]=[CH:23][C:22]([O:25][CH3:26])=[CH:21][C:20]=4[O:27][CH2:28][CH:29]4[CH2:31][CH2:30]4)[C:13]=3[NH:12][CH:11]=2)=[O:9])[CH2:3][CH2:2]1.Cl[C:33]([CH2:35][O:36]C(=O)C)=[O:34], predict the reaction product. The product is: [OH:36][CH2:35][C:33]([N:1]1[CH2:2][CH2:3][CH:4]([NH:7][C:8]([C:10]2[C:14]3[N:15]=[CH:16][N:17]=[C:18]([C:19]4[CH:24]=[CH:23][C:22]([O:25][CH3:26])=[CH:21][C:20]=4[O:27][CH2:28][CH:29]4[CH2:30][CH2:31]4)[C:13]=3[NH:12][CH:11]=2)=[O:9])[CH2:5][CH2:6]1)=[O:34]. (7) Given the reactants [CH2:1]([O:8][C:9]1[CH:10]=[CH:11][C:12]([N+:23]([O-])=O)=[C:13]([S:15][C:16]2[CH:21]=[CH:20][C:19]([OH:22])=[CH:18][CH:17]=2)[CH:14]=1)[C:2]1[CH:7]=[CH:6][CH:5]=[CH:4][CH:3]=1.[Cl-].[NH4+], predict the reaction product. The product is: [NH2:23][C:12]1[CH:11]=[CH:10][C:9]([O:8][CH2:1][C:2]2[CH:3]=[CH:4][CH:5]=[CH:6][CH:7]=2)=[CH:14][C:13]=1[S:15][C:16]1[CH:17]=[CH:18][C:19]([OH:22])=[CH:20][CH:21]=1. (8) Given the reactants FC(F)(F)C(O)=O.[NH2:8][CH2:9][C@H:10]([NH:23][C:24]([O:26][CH2:27][C:28]1[CH:33]=[CH:32][CH:31]=[CH:30][CH:29]=1)=[O:25])[C:11]([N:13]1[CH2:18][CH2:17][CH2:16][CH2:15][C@@H:14]1[C:19](OC)=[O:20])=[O:12].C[Al](C)C.C1(C)C=CC=CC=1, predict the reaction product. The product is: [O:20]=[C:19]1[NH:8][CH2:9][C@H:10]([NH:23][C:24](=[O:25])[O:26][CH2:27][C:28]2[CH:33]=[CH:32][CH:31]=[CH:30][CH:29]=2)[C:11](=[O:12])[N:13]2[CH2:18][CH2:17][CH2:16][CH2:15][C@H:14]12. (9) Given the reactants [NH2:1][C:2]1[O:3][C:4]2[C:5](=[C:7]([C:26]#[N:27])[C:8]([CH3:25])=[C:9]([C:19]3[CH:24]=[CH:23][CH:22]=[CH:21][CH:20]=3)[C:10]=2[N:11]2[CH2:15][CH2:14][C@H:13]([N:16]([CH3:18])[CH3:17])[CH2:12]2)[N:6]=1.C(N(CC)CC)C.[CH3:35][S:36](Cl)(=[O:38])=[O:37].[OH-].[Na+], predict the reaction product. The product is: [C:26]([C:7]1[C:5]2[N:6]=[C:2]([NH:1][S:36]([CH3:35])(=[O:38])=[O:37])[O:3][C:4]=2[C:10]([N:11]2[CH2:15][CH2:14][C@H:13]([N:16]([CH3:17])[CH3:18])[CH2:12]2)=[C:9]([C:19]2[CH:24]=[CH:23][CH:22]=[CH:21][CH:20]=2)[C:8]=1[CH3:25])#[N:27].